Dataset: Full USPTO retrosynthesis dataset with 1.9M reactions from patents (1976-2016). Task: Predict the reactants needed to synthesize the given product. (1) Given the product [CH:1]1([CH2:4][N:5]2[C:9]3[CH:10]=[CH:11][C:12]([N:14]4[CH:18]=[C:19]([C:20]([O:22][CH2:23][CH3:24])=[O:21])[C:25](=[O:32])[NH:26][C:27]4=[O:28])=[CH:13][C:8]=3[N:7]=[CH:6]2)[CH2:2][CH2:3]1, predict the reactants needed to synthesize it. The reactants are: [CH:1]1([CH2:4][N:5]2[C:9]3[CH:10]=[CH:11][C:12]([NH2:14])=[CH:13][C:8]=3[N:7]=[CH:6]2)[CH2:3][CH2:2]1.C(O[CH:18]=[C:19]([C:25](=[O:32])[NH:26][C:27](OCC)=[O:28])[C:20]([O:22][CH2:23][CH3:24])=[O:21])C. (2) Given the product [CH:1]1([NH:6][C:26](=[O:27])[C:25]2[CH:29]=[CH:30][CH:31]=[CH:32][C:24]=2[N:22]2[CH:23]=[C:19]([C:9]3[C:10]([C:13]4[CH:18]=[CH:17][CH:16]=[CH:15][CH:14]=4)=[N:11][O:12][C:8]=3[CH3:7])[N:20]=[CH:21]2)[CH2:5][CH2:4][CH2:3][CH2:2]1, predict the reactants needed to synthesize it. The reactants are: [CH:1]1([NH2:6])[CH2:5][CH2:4][CH2:3][CH2:2]1.[CH3:7][C:8]1[O:12][N:11]=[C:10]([C:13]2[CH:18]=[CH:17][CH:16]=[CH:15][CH:14]=2)[C:9]=1[C:19]1[N:20]=[CH:21][N:22]([C:24]2[CH:32]=[CH:31][CH:30]=[CH:29][C:25]=2[C:26](O)=[O:27])[CH:23]=1. (3) The reactants are: [CH:1]1([N:4]2[CH2:9][CH2:8][N:7](C(OCC3C=CC=CC=3)=O)[CH:6]([C:20]([N:22]3[CH2:27][CH2:26][N:25]([C:28]([NH:30][C:31]4[CH:36]=[CH:35][C:34]([Cl:37])=[C:33]([Cl:38])[CH:32]=4)=[O:29])[CH2:24][CH2:23]3)=[O:21])[CH2:5]2)[CH2:3][CH2:2]1.C1(N2CCC[C@H](CN3CCN(C(OCC4C=CC=CC=4)=O)CC3)C2)CC1. Given the product [CH:1]1([N:4]2[CH2:9][CH2:8][NH:7][C@@H:6]([C:20]([N:22]3[CH2:23][CH2:24][N:25]([C:28]([NH:30][C:31]4[CH:36]=[CH:35][C:34]([Cl:37])=[C:33]([Cl:38])[CH:32]=4)=[O:29])[CH2:26][CH2:27]3)=[O:21])[CH2:5]2)[CH2:2][CH2:3]1, predict the reactants needed to synthesize it. (4) Given the product [CH2:18]([S:15][C:13]1[O:14][C:10]([C:7]2[CH:8]=[CH:9][C:4]3[NH:3][CH:2]=[N:1][C:5]=3[CH:6]=2)=[N:11][N:12]=1)[CH:17]=[CH2:16], predict the reactants needed to synthesize it. The reactants are: [NH:1]1[C:5]2[CH:6]=[C:7]([C:10]3[O:14][C:13]([SH:15])=[N:12][N:11]=3)[CH:8]=[CH:9][C:4]=2[N:3]=[CH:2]1.[CH2:16](Br)[CH:17]=[CH2:18]. (5) Given the product [C:30]([C:26]1[CH:25]=[C:24]([N:7]2[CH2:8][CH:9]([S:11]([C:14]3[CH:19]=[CH:18][CH:17]=[CH:16][C:15]=3[C:20]([F:21])([F:22])[F:23])(=[O:12])=[O:13])[CH2:10][CH:6]2[C:4]([OH:5])=[O:3])[CH:29]=[CH:28][CH:27]=1)#[N:31], predict the reactants needed to synthesize it. The reactants are: C([O:3][C:4]([CH:6]1[CH2:10][CH:9]([S:11]([C:14]2[CH:19]=[CH:18][CH:17]=[CH:16][C:15]=2[C:20]([F:23])([F:22])[F:21])(=[O:13])=[O:12])[CH2:8][N:7]1[C:24]1[CH:29]=[CH:28][CH:27]=[C:26]([C:30]#[N:31])[CH:25]=1)=[O:5])C.[OH-].[Li+].